This data is from Full USPTO retrosynthesis dataset with 1.9M reactions from patents (1976-2016). The task is: Predict the reactants needed to synthesize the given product. (1) The reactants are: [O-][N+:2]1[C:11]2[CH:10]=[CH:9][CH:8]=[CH:7][C:6]=2[C:5]2[N:12]([CH2:15][CH2:16][O:17][CH2:18][CH2:19][CH2:20][CH2:21][C:22]([N:24]([CH3:31])[C:25]3[CH:30]=[CH:29][CH:28]=[CH:27][CH:26]=3)=[O:23])[CH:13]=[N:14][C:4]=2[CH:3]=1.ClC(Cl)(Cl)C([N:36]=C=O)=O. Given the product [NH2:36][C:3]1[C:4]2[N:14]=[CH:13][N:12]([CH2:15][CH2:16][O:17][CH2:18][CH2:19][CH2:20][CH2:21][C:22]([N:24]([CH3:31])[C:25]3[CH:30]=[CH:29][CH:28]=[CH:27][CH:26]=3)=[O:23])[C:5]=2[C:6]2[CH:7]=[CH:8][CH:9]=[CH:10][C:11]=2[N:2]=1, predict the reactants needed to synthesize it. (2) Given the product [CH2:6]([O:5][C:3](=[O:4])[CH2:2][NH:11][CH2:8][CH:9]=[CH2:10])[CH3:7].[C:27](=[O:28])([O-:26])[NH2:14], predict the reactants needed to synthesize it. The reactants are: Br[CH2:2][C:3]([O:5][CH2:6][CH3:7])=[O:4].[CH2:8]([NH2:11])[CH:9]=[CH2:10].C([N:14](CC)CC)C.C([O:26][C:27](Cl)=[O:28])C1C=CC=CC=1.[OH-].[Na+].